This data is from Reaction yield outcomes from USPTO patents with 853,638 reactions. The task is: Predict the reaction yield, written as a fraction of the theoretical maximum amount of product (1.0 means a 100% yield; for example, 0.34 means a 34% yield). (1) The reactants are [CH2:1]([O:8][C:9]1[CH:10]=[C:11]([CH2:15][C:16](Cl)=[N:17][OH:18])[CH:12]=[CH:13][CH:14]=1)[C:2]1[CH:7]=[CH:6][CH:5]=[CH:4][CH:3]=1.[C:20]([C:22]1[C:23]([NH2:29])=[N:24][C:25]([NH2:28])=[CH:26][CH:27]=1)#[CH:21].C(N(CC)CC)C. The catalyst is O1CCCC1. The product is [CH2:1]([O:8][C:9]1[CH:10]=[C:11]([CH:12]=[CH:13][CH:14]=1)[CH2:15][C:16]1[CH:21]=[C:20]([C:22]2[C:23]([NH2:29])=[N:24][C:25]([NH2:28])=[CH:26][CH:27]=2)[O:18][N:17]=1)[C:2]1[CH:7]=[CH:6][CH:5]=[CH:4][CH:3]=1. The yield is 0.510. (2) The reactants are [F:1][C:2]1[CH:7]=[CH:6][C:5]([CH3:8])=[CH:4][C:3]=1B(O)O.Cl[C:13]1[C:21]2[C:16](=[CH:17][N:18]=[C:19]([C:22]3[CH:23]=[N:24][N:25]([CH3:27])[CH:26]=3)[CH:20]=2)[N:15](C2CCCCO2)[N:14]=1. No catalyst specified. The product is [F:1][C:2]1[CH:7]=[CH:6][C:5]([CH3:8])=[CH:4][C:3]=1[C:13]1[C:21]2[C:16](=[CH:17][N:18]=[C:19]([C:22]3[CH:23]=[N:24][N:25]([CH3:27])[CH:26]=3)[CH:20]=2)[NH:15][N:14]=1. The yield is 0.213.